Dataset: Reaction yield outcomes from USPTO patents with 853,638 reactions. Task: Predict the reaction yield, written as a fraction of the theoretical maximum amount of product (1.0 means a 100% yield; for example, 0.34 means a 34% yield). (1) The reactants are [CH3:1][O:2][C:3](=[O:12])[C:4]1[CH:9]=[CH:8][C:7]([NH2:10])=[C:6]([OH:11])[CH:5]=1.[C:13](Cl)(=O)[CH3:14].C1(C)C=CC(S([O-])(=O)=O)=CC=1.[NH+]1C=CC=CC=1.C(N(CC)CC)C. The catalyst is C1(C)C(C)=CC=CC=1.C(OCC)(=O)C. The product is [CH3:1][O:2][C:3]([C:4]1[CH:9]=[CH:8][C:7]2[N:10]=[C:13]([CH3:14])[O:11][C:6]=2[CH:5]=1)=[O:12]. The yield is 0.804. (2) The reactants are C([BH-](C(CC)C)C(CC)C)(CC)C.[Li+].[Cl:15][CH2:16][C:17]([NH:19][CH:20]1[CH2:29][CH2:28][C:27]2[C:22](=[CH:23][CH:24]=[CH:25][CH:26]=2)[C:21]1=[O:30])=[O:18].O.Cl. The catalyst is O1CCCC1. The product is [Cl:15][CH2:16][C:17]([NH:19][C@H:20]1[CH2:29][CH2:28][C:27]2[C:22](=[CH:23][CH:24]=[CH:25][CH:26]=2)[C@H:21]1[OH:30])=[O:18]. The yield is 0.710. (3) The reactants are [CH2:1]([O:5][C:6]1[CH:11]=[CH:10][C:9]([CH2:12][CH2:13][CH2:14][OH:15])=[C:8]([O:16][C:17]2[C:22]([Cl:23])=[CH:21][C:20]([C:24]([F:27])([F:26])[F:25])=[CH:19][N:18]=2)[CH:7]=1)[CH2:2][CH:3]=[CH2:4].Cl[S:29]([N:32]=[C:33]=[O:34])(=[O:31])=[O:30].N1C=CC=CC=1.[CH:41]([O:44][CH2:45][CH2:46][NH2:47])([CH3:43])[CH3:42]. The catalyst is C1(C)C=CC=CC=1.O. The product is [CH:41]([O:44][CH2:45][CH2:46][NH:47][S:29]([NH:32][C:33](=[O:34])[O:15][CH2:14][CH2:13][CH2:12][C:9]1[CH:10]=[CH:11][C:6]([O:5][CH2:1][CH2:2][CH:3]=[CH2:4])=[CH:7][C:8]=1[O:16][C:17]1[C:22]([Cl:23])=[CH:21][C:20]([C:24]([F:27])([F:26])[F:25])=[CH:19][N:18]=1)(=[O:31])=[O:30])([CH3:43])[CH3:42]. The yield is 0.650. (4) The reactants are [O:1]1[CH:5]=[CH:4][CH:3]=[C:2]1[C:6]1[C:11](I)=[C:10]([S:13][CH3:14])[N:9]=[C:8]([NH2:15])[N:7]=1.[C:16]([O:20][CH3:21])(=[O:19])[CH:17]=[CH2:18].C(=O)([O-])[O-].[Cs+].[Cs+]. The catalyst is O1CCOCC1.C(OCC)(=O)C.Cl[Pd](Cl)([P](C1C=CC=CC=1)(C1C=CC=CC=1)C1C=CC=CC=1)[P](C1C=CC=CC=1)(C1C=CC=CC=1)C1C=CC=CC=1. The product is [CH3:21][O:20][C:16](=[O:19])/[CH:17]=[CH:18]/[C:11]1[C:6]([C:2]2[O:1][CH:5]=[CH:4][CH:3]=2)=[N:7][C:8]([NH2:15])=[N:9][C:10]=1[S:13][CH3:14]. The yield is 0.490. (5) The reactants are [CH3:1][C:2]1[C:3]([OH:11])=[C:4]([CH3:10])[C:5]([CH3:9])=[C:6]([CH:8]=1)[OH:7].[CH3:12][CH:13]([CH2:15][CH2:16][CH2:17][CH:18]([CH2:20][CH2:21][CH2:22][CH:23]([CH2:25][CH2:26][CH2:27][C:28](O)([CH:30]=C)[CH3:29])[CH3:24])[CH3:19])[CH3:14].[C:33](O)(=O)C. The catalyst is CCOCC.CO.[Cl-].[Zn+2].[Cl-]. The product is [CH2:1]([C:2]1[C:3]([OH:11])=[C:4]([CH3:10])[C:5]([CH3:9])=[C:6]([OH:7])[C:8]=1[CH3:33])/[CH:12]=[C:13](/[CH2:15][CH2:16][CH2:17][C@@H:18]([CH2:20][CH2:21][CH2:22][C@@H:23]([CH2:25][CH2:26][CH2:27][CH:28]([CH3:30])[CH3:29])[CH3:24])[CH3:19])\[CH3:14]. The yield is 0.470.